Dataset: Reaction yield outcomes from USPTO patents with 853,638 reactions. Task: Predict the reaction yield, written as a fraction of the theoretical maximum amount of product (1.0 means a 100% yield; for example, 0.34 means a 34% yield). (1) The reactants are [CH2:1]([N:5]1[C:13]2[C:8](=[CH:9][CH:10]=[C:11]([Cl:14])[CH:12]=2)[C:7]([C:15](=[O:20])C(F)(F)F)=[CH:6]1)[CH2:2][CH2:3][CH3:4].[OH-:21].[Na+]. The catalyst is O. The product is [CH2:1]([N:5]1[C:13]2[C:8](=[CH:9][CH:10]=[C:11]([Cl:14])[CH:12]=2)[C:7]([C:15]([OH:20])=[O:21])=[CH:6]1)[CH2:2][CH2:3][CH3:4]. The yield is 0.696. (2) The reactants are [CH3:1][CH:2]([CH2:6][C:7]1[CH:12]=[CH:11][C:10]([C:13]2[N:17]=[CH:16][N:15]([C:18]3[CH:23]=[CH:22][C:21]([O:24][C:25]([F:28])([F:27])[F:26])=[CH:20][CH:19]=3)[N:14]=2)=[CH:9][CH:8]=1)C(O)=O.C([N:31]([CH2:34]C)CC)C.P(N=[N+]=[N-])(=O)(OC1C=CC=CC=1)[O:37]C1C=CC=CC=1. The catalyst is C1(C)C=CC=CC=1.C(OCC)(=O)C.O. The product is [N:31]([CH:2]([CH3:1])[CH2:6][C:7]1[CH:8]=[CH:9][C:10]([C:13]2[N:17]=[CH:16][N:15]([C:18]3[CH:19]=[CH:20][C:21]([O:24][C:25]([F:26])([F:27])[F:28])=[CH:22][CH:23]=3)[N:14]=2)=[CH:11][CH:12]=1)=[C:34]=[O:37]. The yield is 0.580. (3) The reactants are Br[C:2]1[CH:3]=[C:4]([CH2:7][O:8][Si:9]([C:12]([CH3:15])([CH3:14])[CH3:13])([CH3:11])[CH3:10])[S:5][CH:6]=1.C1COCC1.[Cl-].[Cl:22][C:23]1[CH:24]=[C:25]([CH:28]=[CH:29][CH:30]=1)[CH2:26][Zn+]. The catalyst is CCOC(C)=O.C1C=CC(/C=C/C(/C=C/C2C=CC=CC=2)=O)=CC=1.C1C=CC(/C=C/C(/C=C/C2C=CC=CC=2)=O)=CC=1.C1C=CC(/C=C/C(/C=C/C2C=CC=CC=2)=O)=CC=1.[Pd].[Pd].F[B-](F)(F)F.C([PH+](C(C)(C)C)C(C)(C)C)(C)(C)C. The product is [C:12]([Si:9]([O:8][CH2:7][C:4]1[S:5][CH:6]=[C:2]([CH2:26][C:25]2[CH:28]=[CH:29][CH:30]=[C:23]([Cl:22])[CH:24]=2)[CH:3]=1)([CH3:11])[CH3:10])([CH3:15])([CH3:14])[CH3:13]. The yield is 0.920. (4) The reactants are Br[C:2]1[CH:8]=[C:7]([N+:9]([O-:11])=[O:10])[CH:6]=[CH:5][C:3]=1[NH2:4].[C:12]([CH:14]1[CH2:16][CH2:15]1)#[CH:13]. The catalyst is C(N(CC)CC)C.[Cu]I.Cl[Pd](Cl)([P](C1C=CC=CC=1)(C1C=CC=CC=1)C1C=CC=CC=1)[P](C1C=CC=CC=1)(C1C=CC=CC=1)C1C=CC=CC=1. The product is [CH:14]1([C:12]#[C:13][C:2]2[CH:8]=[C:7]([N+:9]([O-:11])=[O:10])[CH:6]=[CH:5][C:3]=2[NH2:4])[CH2:16][CH2:15]1. The yield is 0.230. (5) The reactants are C[O-].[Na+].BrC1C=C(F)C=C(Br)C=1OC1C=CC([N+]([O-])=O)=CC=1.C(=O)=O.CC(C)=O.[Br:30][C:31]1[CH:36]=[C:35]([O:37]C)[CH:34]=[C:33]([Br:39])[C:32]=1[O:40][C:41]1[CH:46]=[CH:45][C:44]([N+:47]([O-:49])=[O:48])=[CH:43][CH:42]=1. The catalyst is CN(C)C=O.ClCCl.O. The product is [Br:30][C:31]1[CH:36]=[C:35]([OH:37])[CH:34]=[C:33]([Br:39])[C:32]=1[O:40][C:41]1[CH:42]=[CH:43][C:44]([N+:47]([O-:49])=[O:48])=[CH:45][CH:46]=1. The yield is 0.643.